Dataset: Peptide-MHC class II binding affinity with 134,281 pairs from IEDB. Task: Regression. Given a peptide amino acid sequence and an MHC pseudo amino acid sequence, predict their binding affinity value. This is MHC class II binding data. (1) The peptide sequence is SYKICTDKMFFVKNP. The MHC is DRB1_0701 with pseudo-sequence DRB1_0701. The binding affinity (normalized) is 0.539. (2) The peptide sequence is PTSLLISWGHYPLHL. The MHC is DRB5_0101 with pseudo-sequence DRB5_0101. The binding affinity (normalized) is 0.566. (3) The peptide sequence is ISGDLKTQIDQVEST. The MHC is DRB1_0301 with pseudo-sequence DRB1_0301. The binding affinity (normalized) is 0.450. (4) The peptide sequence is ASRELERFALNPSLL. The MHC is DRB1_0802 with pseudo-sequence DRB1_0802. The binding affinity (normalized) is 0.0868. (5) The peptide sequence is AAATAGTTVYYAFAA. The MHC is HLA-DQA10401-DQB10402 with pseudo-sequence HLA-DQA10401-DQB10402. The binding affinity (normalized) is 0.418. (6) The peptide sequence is KEPLKECGGILQAYD. The MHC is HLA-DPA10301-DPB10402 with pseudo-sequence HLA-DPA10301-DPB10402. The binding affinity (normalized) is 0.423.